This data is from Forward reaction prediction with 1.9M reactions from USPTO patents (1976-2016). The task is: Predict the product of the given reaction. (1) Given the reactants [NH2:1][CH:2]1[C:7]([C:8](=[O:13])[C:9]([F:12])([F:11])[CH3:10])=[CH:6][CH:5]=[CH:4][N:3]1[C:14]1[CH:19]=[CH:18][C:17]([Cl:20])=[CH:16][CH:15]=1.S(=O)(=O)(O)O, predict the reaction product. The product is: [Cl:20][C:17]1[CH:16]=[CH:15][C:14]2[NH:3][C:2]3[N:1]=[CH:4][CH:5]=[CH:6][C:7]=3[C:8]([OH:13])([C:9]([F:11])([F:12])[CH3:10])[C:19]=2[CH:18]=1. (2) Given the reactants [CH3:1][S:2](Cl)(=[O:4])=[O:3].[OH:6][CH2:7][CH2:8][O:9][C:10]1[CH:15]=[CH:14][C:13]([C:16]2[CH:21]=[CH:20][C:19]([C:22]([O:24][CH2:25][C:26]3[CH:31]=[CH:30][CH:29]=[CH:28][CH:27]=3)=[O:23])=[CH:18][CH:17]=2)=[CH:12][CH:11]=1.C(N(CC)CC)C.O, predict the reaction product. The product is: [CH3:1][S:2]([O:6][CH2:7][CH2:8][O:9][C:10]1[CH:11]=[CH:12][C:13]([C:16]2[CH:21]=[CH:20][C:19]([C:22]([O:24][CH2:25][C:26]3[CH:31]=[CH:30][CH:29]=[CH:28][CH:27]=3)=[O:23])=[CH:18][CH:17]=2)=[CH:14][CH:15]=1)(=[O:4])=[O:3].